Dataset: Full USPTO retrosynthesis dataset with 1.9M reactions from patents (1976-2016). Task: Predict the reactants needed to synthesize the given product. (1) Given the product [C:32]([S:36](/[N:13]=[CH:14]/[CH:16]1[CH:21]2[CH2:22][CH:18]([CH2:19][CH2:20]2)[N:17]1[C:23]([O:25][C:26]([CH3:29])([CH3:28])[CH3:27])=[O:24])=[O:37])([CH3:35])([CH3:34])[CH3:33], predict the reactants needed to synthesize it. The reactants are: [H-].C([Al+]CC(C)C)C(C)C.CO[N:13](C)[C:14]([CH:16]1[CH:21]2[CH2:22][CH:18]([CH2:19][CH2:20]2)[N:17]1[C:23]([O:25][C:26]([CH3:29])([CH3:28])[CH3:27])=[O:24])=O.Cl.[C:32]([S:36](N)=[O:37])([CH3:35])([CH3:34])[CH3:33]. (2) Given the product [Cl:1][C:2]1[C:7]([CH3:8])=[C:6]([OH:9])[C:5]([CH3:10])=[C:4]2[C:3]=1[O:11][C:22]([C:21]1[CH:20]=[C:19]([CH3:27])[S:18][C:17]=1[CH3:16])([CH3:23])[CH2:24][CH2:25]2, predict the reactants needed to synthesize it. The reactants are: [Cl:1][C:2]1[C:7]([CH3:8])=[C:6]([OH:9])[C:5]([CH3:10])=[CH:4][C:3]=1[OH:11].B(F)(F)F.[CH3:16][C:17]1[S:18][C:19]([CH3:27])=[CH:20][C:21]=1[C:22](O)([CH:24]=[CH2:25])[CH3:23].C(O)=C. (3) Given the product [CH2:13]([N:15]([C:16]1[CH:21]=[CH:20][CH:19]=[CH:18][CH:17]=1)[CH2:2][CH2:3][CH2:4][O:5][C:6]1[CH:11]=[CH:10][C:9]([OH:12])=[CH:8][CH:7]=1)[CH3:14], predict the reactants needed to synthesize it. The reactants are: Br[CH2:2][CH2:3][CH2:4][O:5][C:6]1[CH:11]=[CH:10][C:9]([OH:12])=[CH:8][CH:7]=1.[CH2:13]([NH:15][C:16]1[CH:21]=[CH:20][CH:19]=[CH:18][CH:17]=1)[CH3:14].C(N(C(C)C)CC)(C)C. (4) Given the product [NH2:22][C:19]1[N:20]=[CH:21][C:16]([C:2]2[CH:3]=[N:4][C:5]([NH:8][CH:9]3[CH2:14][CH2:13][O:12][CH2:11][CH2:10]3)=[N:6][CH:7]=2)=[CH:17][CH:18]=1, predict the reactants needed to synthesize it. The reactants are: Br[C:2]1[CH:3]=[N:4][C:5]([NH:8][CH:9]2[CH2:14][CH2:13][O:12][CH2:11][CH2:10]2)=[N:6][CH:7]=1.Br[C:16]1[CH:17]=[CH:18][C:19]([NH2:22])=[N:20][CH:21]=1. (5) Given the product [C:8]1([N:14]2[CH2:19][CH2:18][O:17][CH2:16][CH2:15]2)[CH:13]=[CH:12][CH:11]=[CH:10][CH:9]=1, predict the reactants needed to synthesize it. The reactants are: CC(C)([O-])C.[K+].Cl[C:8]1[CH:13]=[CH:12][CH:11]=[CH:10][CH:9]=1.[NH:14]1[CH2:19][CH2:18][O:17][CH2:16][CH2:15]1. (6) Given the product [F:32][C:33]1[CH:38]=[CH:37][C:36]([C:2]2[CH:3]=[CH:4][C:5]([OH:31])=[C:6]([C:8]3[N:17]=[C:16]([NH:18][C@H:19]4[CH2:23][CH2:22][NH:21][CH2:20]4)[C:15]4[C:10](=[CH:11][CH:12]=[CH:13][CH:14]=4)[N:9]=3)[CH:7]=2)=[CH:35][CH:34]=1, predict the reactants needed to synthesize it. The reactants are: Br[C:2]1[CH:3]=[CH:4][C:5]([OH:31])=[C:6]([C:8]2[N:17]=[C:16]([NH:18][C@H:19]3[CH2:23][CH2:22][N:21](C(OC(C)(C)C)=O)[CH2:20]3)[C:15]3[C:10](=[CH:11][CH:12]=[CH:13][CH:14]=3)[N:9]=2)[CH:7]=1.[F:32][C:33]1[CH:38]=[CH:37][C:36](B(O)O)=[CH:35][CH:34]=1.P([O-])([O-])([O-])=O.[K+].[K+].[K+].O. (7) The reactants are: [Br:1][C:2]1[CH:3]=[CH:4][CH:5]=[C:6]2[C:10]=1[NH:9][C:8]([C:11]([O:13][CH2:14][CH3:15])=[O:12])=[C:7]2[CH2:16][CH2:17][CH2:18][OH:19].CS(C)=O.C(N(CC)CC)C.S(O)(O)(=O)=O.N1C=CC=CC=1. Given the product [Br:1][C:2]1[CH:3]=[CH:4][CH:5]=[C:6]2[C:10]=1[NH:9][C:8]([C:11]([O:13][CH2:14][CH3:15])=[O:12])=[C:7]2[CH2:16][CH2:17][CH:18]=[O:19], predict the reactants needed to synthesize it. (8) Given the product [Cl:1][C:2]1[CH:3]=[C:4]([NH:19][S:28]([C:23]2[CH:24]=[C:25]([CH3:27])[CH:26]=[C:21]([CH3:20])[CH:22]=2)(=[O:30])=[O:29])[CH:5]=[N:6][C:7]=1[O:8][C:9]1[N:10]=[CH:11][C:12]2[C:17]([CH:18]=1)=[CH:16][CH:15]=[CH:14][CH:13]=2, predict the reactants needed to synthesize it. The reactants are: [Cl:1][C:2]1[CH:3]=[C:4]([NH2:19])[CH:5]=[N:6][C:7]=1[O:8][C:9]1[N:10]=[CH:11][C:12]2[C:17]([CH:18]=1)=[CH:16][CH:15]=[CH:14][CH:13]=2.[CH3:20][C:21]1[CH:22]=[C:23]([S:28](Cl)(=[O:30])=[O:29])[CH:24]=[C:25]([CH3:27])[CH:26]=1.